From a dataset of Full USPTO retrosynthesis dataset with 1.9M reactions from patents (1976-2016). Predict the reactants needed to synthesize the given product. Given the product [CH3:16][O:10][C:9](=[O:11])[CH2:8][C:4]1[CH:5]=[CH:6][CH:7]=[C:2]([OH:1])[CH:3]=1, predict the reactants needed to synthesize it. The reactants are: [OH:1][C:2]1[CH:3]=[C:4]([CH2:8][C:9]([OH:11])=[O:10])[CH:5]=[CH:6][CH:7]=1.S(Cl)(Cl)=O.[CH3:16]O.